Task: Binary Classification. Given a miRNA mature sequence and a target amino acid sequence, predict their likelihood of interaction.. Dataset: Experimentally validated miRNA-target interactions with 360,000+ pairs, plus equal number of negative samples (1) The miRNA is hsa-miR-3141 with sequence GAGGGCGGGUGGAGGAGGA. The protein sequence of the target gene is MRCLAARVNYKTLIIICALFTLVTVLLWNKCSSDKAIQFPRRSSSGFRVDGFEKRAAASESNNYMNHVAKQQSEEAFPQEQQKAPPVVGGFNSNVGSKVLGLKYEEIDCLINDEHTIKGRREGNEVFLPFTWVEKYFDVYGKVVQYDGYDRFEFSHSYSKVYAQRAPYHPDGVFMSFEGYNVEVRDRVKCISGVEGVPLSTQWGPQGYFYPIQIAQYGLSHYSKNLTEKPPHIEVYETAEDRDKNKPNDWTVPKGCFMANVADKSRFTNVKQFIAPETSEGVSLQLGNTKDFIISFDLKF.... Result: 0 (no interaction). (2) The miRNA is hsa-miR-6888-3p with sequence AUCUGUCUCGAUUGUUUCCAG. The protein sequence of the target gene is MQRTGGGAPRPGRNHGLPGSLRQPDPVALLMLLVDADQPEPMRSGARELALFLTPEPGAEAKEVEETIEGMLLRLEEFCSLADLIRSDTSQILEENIPVLKAKLTEMRGIYAKVDRLEAFVKMVGHHVAFLEADVLQAERDHGAFPQALRRWLGSAGLPSFRNVECSGTIPARCNLRLPGSSDSPASASQVAGITEVTCTGARDVRAAHTV. Result: 1 (interaction). (3) Result: 0 (no interaction). The miRNA is hsa-miR-3939 with sequence UACGCGCAGACCACAGGAUGUC. The protein sequence of the target gene is MKGMSHEPKSPSIGMLSTATRTTATVNPLTPSPLNGALVPTGSPATSSTLSAQAAPSSSFAAALRKLAKQAEEPRGSSLSSESSPVSSPATNHSSPASTPKRVPMGPIIVPPGGHSVPSTPPVVTIAPTKTVNGVWRSESRQDSGSRGSSSGRERLLVEPPLAQEKAAGPAIPSHLLSTPYPFGLSPGSVVQDSRFQPLNLQRPVHHVVPPSTVTEDYLRSFRPYHTAEDLRMSSLPPLGLDPATAAAYYHPSYLAPHPFPHPAFRMDDSYCLSALRSPFYPIPTPGSLPPLHPSAMHLH.... (4) The miRNA is hsa-miR-7856-5p with sequence UUUUAAGGACACUGAGGGAUC. The protein sequence of the target gene is MDRSSKRRQVKPLAASLLEALDYDSSDDSDFKVGDASDSEGSGNGSEDPSKDSGEGSCSDSEENILEEELNEDIQVKEEQLKNSTEEIMPSDKQLIKMEKKEEEENGERPRKKKEKEKEKEKEREKDKEKATVSDSAAASAAGTTPATSPPAVTSPSVPTTTTTTTEEQVSEPKKWNLRRNRPLLDFVSMEELNAMDDYDSEDDNDWRPTVVKRKGRSASQKEGSDGDNEDDDDEGSGSEEDENDEGNDEDHSSPASEAGGKKKRSKVLSRNSADDEELTNDSLTLSQSKSNEDSLILEK.... Result: 0 (no interaction). (5) The miRNA is hsa-miR-554 with sequence GCUAGUCCUGACUCAGCCAGU. The protein sequence of the target gene is MKMKKFQIPVSFQDLTVNFTQEEWQQLDPAQRLLYRDVMLENYSNLVSVGYHVSKPDVIFKLEQGEEPWIVEEFSNQNYPDIDDALEKNKEIQDKHLTQTVFFSNKTLITERENVFGKTLNLGMNSVPSRKMPYKCNPGGNSLKTNSEVIVAKKSKENRKIPDGYSGFGKHEKSHLGMKKYRYNPMRKASNQNENLILHQNIQILKQPFDYNKCGKTFFKRAILITQKGRQTERKPNECNECRKTFSKRSTLIVHQRIHTGEKPYVCSDCRKTFRVKTSLTRHRRIHTGERPYECSECRK.... Result: 0 (no interaction). (6) The miRNA is hsa-miR-101-3p with sequence UACAGUACUGUGAUAACUGAA. The protein sequence of the target gene is MNINDGGRRRFEDNEHTLRIYPGAISEGTIYCPIPARKNSTAAEVIESLINKLHLDKTKCYVLAEVKEFGGEEWILNPTDCPVQRMMLWPRMALENRLSGEDYRFLLREKNLDGSIHYGSLQSWLRVTEERRRMMERGFLPQPQQKDFDDLCSLPDLNEKTLLENLRNRFKHEKIYTYVGSILIVINPFKFLPIYNPKYVKMYDNHQLGKLEPHIYAVADVAYHAMLQRKKNQCIVISGESGSGKTQSTNFLIHHLTALSQKGFASGVEQIILGAGPVLEAFGNAKTAHNNNSSRFGKFI.... Result: 1 (interaction). (7) The miRNA is hsa-miR-1199-3p with sequence UGCGGCCGGUGCUCAACCUGC. The protein sequence of the target gene is MGSTLGCHRSIPRDPSDLSHSRKFSAACNFSNILVNQERLNINTATEEELMTLPGVTRAVARSIVEYREYIGGFKKVEDLALVSGVGATKLEQVKFEICVSSKGSSAQHSPSSLRRDLLAEQQPHHLATAVPLTPRVNINTATPAQLMSVRGLSEKMALSIVDFRREHGPFRSVEDLVRMDGINAAFLDRIRHQVFAERSRPPSTHTNGGLTFTAKPHPSPTSLSLQSEDLDLPPGGPTQIISTRPSVEAFGGTRDGRPVLRLATWNLQGCSVEKANNPGVREVVCMTLLENSIKLLAVQ.... Result: 0 (no interaction).